From a dataset of Full USPTO retrosynthesis dataset with 1.9M reactions from patents (1976-2016). Predict the reactants needed to synthesize the given product. (1) Given the product [Cl:37][C:28]1[CH:27]=[C:26]([NH:25][C:24]([N:21]2[CH2:22][CH2:23][N:18]([C@H:4]([CH2:3][OH:2])[CH2:5][CH2:6][C:7]([N:9]3[CH2:16][CH2:15][C:12]4([CH2:13][CH2:14]4)[C@H:11]([OH:17])[CH2:10]3)=[O:8])[C:19](=[O:40])[C@@H:20]2[CH3:39])=[O:38])[CH:31]=[CH:30][C:29]=1[O:32][C:33]([F:35])([F:36])[F:34], predict the reactants needed to synthesize it. The reactants are: C[O:2][C:3](=O)[C@@H:4]([N:18]1[CH2:23][CH2:22][N:21]([C:24](=[O:38])[NH:25][C:26]2[CH:31]=[CH:30][C:29]([O:32][C:33]([F:36])([F:35])[F:34])=[C:28]([Cl:37])[CH:27]=2)[C@@H:20]([CH3:39])[C:19]1=[O:40])[CH2:5][CH2:6][C:7]([N:9]1[CH2:16][CH2:15][C:12]2([CH2:14][CH2:13]2)[C@H:11]([OH:17])[CH2:10]1)=[O:8].[Li+].[BH4-].CO.CC(C)=O. (2) Given the product [Si:22]([O:21][C@@H:17]1[C@@H:18]([CH3:20])[CH2:19][N:14]([C:13]2[C:12]([NH:37][C:38]([C:40]3[CH:45]=[CH:44][C:43]([F:46])=[C:42]([C:47]4[C:52]([F:53])=[CH:51][C:50]([CH2:54][O:55][CH3:56])=[CH:49][C:48]=4[F:57])[N:41]=3)=[O:39])=[CH:11][N:10]=[C:9]3[CH:5]([OH:4])[CH2:6][CH2:7][C:8]=23)[CH2:15][C@H:16]1[NH:29][C:30](=[O:31])[O:32][C:33]([CH3:36])([CH3:35])[CH3:34])([C:25]([CH3:28])([CH3:26])[CH3:27])([CH3:24])[CH3:23], predict the reactants needed to synthesize it. The reactants are: C([O:4][CH:5]1[C:9]2=[N:10][CH:11]=[C:12]([NH:37][C:38]([C:40]3[CH:45]=[CH:44][C:43]([F:46])=[C:42]([C:47]4[C:52]([F:53])=[CH:51][C:50]([CH2:54][O:55][CH3:56])=[CH:49][C:48]=4[F:57])[N:41]=3)=[O:39])[C:13]([N:14]3[CH2:19][C@H:18]([CH3:20])[C@@H:17]([O:21][Si:22]([C:25]([CH3:28])([CH3:27])[CH3:26])([CH3:24])[CH3:23])[C@H:16]([NH:29][C:30]([O:32][C:33]([CH3:36])([CH3:35])[CH3:34])=[O:31])[CH2:15]3)=[C:8]2[CH2:7][CH2:6]1)(=O)C.C1COCC1.[OH-].[Na+]. (3) Given the product [F:12][C:4]1[C:5]([C:8]([O:10][CH3:11])=[O:9])=[N:6][CH:7]=[C:2]([NH:22][S:19]([C:16]2[CH:17]=[CH:18][N:13]=[CH:14][CH:15]=2)(=[O:21])=[O:20])[CH:3]=1, predict the reactants needed to synthesize it. The reactants are: Br[C:2]1[CH:3]=[C:4]([F:12])[C:5]([C:8]([O:10][CH3:11])=[O:9])=[N:6][CH:7]=1.[N:13]1[CH:18]=[CH:17][C:16]([S:19]([NH2:22])(=[O:21])=[O:20])=[CH:15][CH:14]=1.CC1(C)C2C(=C(P(C3C=CC=CC=3)C3C=CC=CC=3)C=CC=2)OC2C(P(C3C=CC=CC=3)C3C=CC=CC=3)=CC=CC1=2.C(=O)([O-])[O-].[Cs+].[Cs+]. (4) Given the product [CH2:9]([C:2]1[CH:7]=[CH:6][CH:5]=[CH:4][C:3]=1[CH2:20][CH2:19][CH2:18][CH2:17][CH2:16][CH2:15][CH2:14][CH2:13][CH2:12][CH2:11][CH2:10][CH3:9])[CH2:10][CH2:11][CH2:12][CH2:13][CH2:14][CH2:15][CH2:16][CH2:17][CH2:18][CH2:19][CH3:20], predict the reactants needed to synthesize it. The reactants are: Cl[C:2]1[CH:7]=[CH:6][CH:5]=[CH:4][C:3]=1Cl.[CH2:9]([Mg]Br)[CH2:10][CH2:11][CH2:12][CH2:13][CH2:14][CH2:15][CH2:16][CH2:17][CH2:18][CH2:19][CH3:20].Cl. (5) Given the product [O:8]=[C:4]1[CH:3]=[C:2]([O:1][CH:14]2[CH2:19][CH2:18][N:17]([C:20]([O:22][C:23]([CH3:26])([CH3:25])[CH3:24])=[O:21])[CH2:16][CH2:15]2)[CH:7]=[CH:6][NH:5]1, predict the reactants needed to synthesize it. The reactants are: [OH:1][C:2]1[CH:7]=[CH:6][NH:5][C:4](=[O:8])[CH:3]=1.CS(O[CH:14]1[CH2:19][CH2:18][N:17]([C:20]([O:22][C:23]([CH3:26])([CH3:25])[CH3:24])=[O:21])[CH2:16][CH2:15]1)(=O)=O.C(=O)([O-])[O-].[K+].[K+]. (6) Given the product [C:2]1([C:1]2[S:9][CH:11]=[C:12]([C:13]([O:15][CH2:16][CH3:17])=[O:14])[N:8]=2)[CH:7]=[CH:6][CH:5]=[CH:4][CH:3]=1, predict the reactants needed to synthesize it. The reactants are: [C:1](=[S:9])([NH2:8])[C:2]1[CH:7]=[CH:6][CH:5]=[CH:4][CH:3]=1.Br[CH2:11][C:12](=O)[C:13]([O:15][CH2:16][CH3:17])=[O:14]. (7) Given the product [CH3:1][O:2][C:3](=[O:20])[C:4]1[CH:5]=[CH:6][C:7]([N:10]2[CH2:19][CH2:18][C:13](=[O:14])[CH2:12][CH2:11]2)=[CH:8][CH:9]=1, predict the reactants needed to synthesize it. The reactants are: [CH3:1][O:2][C:3](=[O:20])[C:4]1[CH:9]=[CH:8][C:7]([N:10]2[CH2:19][CH2:18][C:13]3(OCC[O:14]3)[CH2:12][CH2:11]2)=[CH:6][CH:5]=1.C([O-])(O)=O.[Na+]. (8) Given the product [OH:3][C:4]1[C@H:6]2[C@H:11]([C@H:10]3[CH2:38][C@@H:7]2[CH2:8][CH2:9]3)[N:12]([CH2:13][CH2:14][CH:15]([CH3:17])[CH3:16])[C:18](=[O:37])[C:19]=1[C:20]1[NH:25][C:24]2[CH:26]=[CH:27][C:28]([NH:30][S:31]([CH3:34])(=[O:32])=[O:33])=[CH:29][C:23]=2[S:22](=[O:36])(=[O:35])[N:21]=1, predict the reactants needed to synthesize it. The reactants are: C([O:3][C:4]([C@H:6]1[C@@H:11]([N:12]([C:18](=[O:37])[CH2:19][C:20]2[NH:25][C:24]3[CH:26]=[CH:27][C:28]([NH:30][S:31]([CH3:34])(=[O:33])=[O:32])=[CH:29][C:23]=3[S:22](=[O:36])(=[O:35])[N:21]=2)[CH2:13][CH2:14][CH:15]([CH3:17])[CH3:16])[C@H:10]2[CH2:38][C@@H:7]1[CH2:8][CH2:9]2)=O)C.[O-]CC.[Na+].Cl. (9) Given the product [CH2:32]([N:18]([CH2:15][CH2:16][CH3:17])[C:19]([C:21]1[CH:22]=[C:23]([CH:28]=[C:29]([C:6]2[N:5]([CH2:4][O:1][CH2:2][CH3:3])[CH:9]=[CH:8][N:7]=2)[CH:30]=1)[C:24]([O:26][CH3:27])=[O:25])=[O:20])[CH2:33][CH3:34], predict the reactants needed to synthesize it. The reactants are: [O:1]([CH2:4][N:5]1[CH:9]=[CH:8][N:7]=[CH:6]1)[CH2:2][CH3:3].C([Li])CCC.[CH2:15]([N:18]([CH2:32][CH2:33][CH3:34])[C:19]([C:21]1[CH:22]=[C:23]([CH:28]=[C:29](I)[CH:30]=1)[C:24]([O:26][CH3:27])=[O:25])=[O:20])[CH2:16][CH3:17]. (10) The reactants are: [Cl:1][C:2]1[C:6](=[O:7])[N:5]([C:8]2[CH:12]=[C:11](I)[N:10]([CH3:14])[N:9]=2)[CH:4]([OH:15])[C:3]=1[CH3:16].[F-].[Cs+].ClCCl. Given the product [Cl:1][C:2]1[C:6](=[O:7])[N:5]([C:8]2[CH:12]=[C:11]([CH:2]=[C:3]([CH3:16])[CH3:4])[N:10]([CH3:14])[N:9]=2)[CH:4]([OH:15])[C:3]=1[CH3:16], predict the reactants needed to synthesize it.